This data is from Peptide-MHC class I binding affinity with 185,985 pairs from IEDB/IMGT. The task is: Regression. Given a peptide amino acid sequence and an MHC pseudo amino acid sequence, predict their binding affinity value. This is MHC class I binding data. (1) The peptide sequence is ITATIEGRK. The MHC is HLA-A02:03 with pseudo-sequence HLA-A02:03. The binding affinity (normalized) is 0. (2) The peptide sequence is YTAKVPLVY. The MHC is HLA-B46:01 with pseudo-sequence HLA-B46:01. The binding affinity (normalized) is 0.908. (3) The peptide sequence is GSRAYRNAL. The MHC is HLA-A29:02 with pseudo-sequence HLA-A29:02. The binding affinity (normalized) is 0.0847. (4) The peptide sequence is RPMTYKAAL. The MHC is HLA-B15:42 with pseudo-sequence HLA-B15:42. The binding affinity (normalized) is 0.213. (5) The peptide sequence is QPTPLSPPLR. The MHC is HLA-A68:02 with pseudo-sequence HLA-A68:02. The binding affinity (normalized) is 0. (6) The MHC is HLA-A29:02 with pseudo-sequence HLA-A29:02. The binding affinity (normalized) is 0.447. The peptide sequence is VLLAFLNSM. (7) The peptide sequence is KSFKLLCKL. The MHC is HLA-B15:17 with pseudo-sequence HLA-B15:17. The binding affinity (normalized) is 0.898. (8) The peptide sequence is ELVNQIIEQL. The MHC is HLA-B44:02 with pseudo-sequence HLA-B44:02. The binding affinity (normalized) is 0. (9) The peptide sequence is IQLDEKSSI. The MHC is HLA-A26:01 with pseudo-sequence HLA-A26:01. The binding affinity (normalized) is 0. (10) The binding affinity (normalized) is 0.0141. The peptide sequence is ISRTRLYDY. The MHC is HLA-A68:01 with pseudo-sequence HLA-A68:01.